From a dataset of Full USPTO retrosynthesis dataset with 1.9M reactions from patents (1976-2016). Predict the reactants needed to synthesize the given product. (1) Given the product [F:1][C:2]1[CH:3]=[CH:4][C:5]([OH:32])=[C:6]([C:8]([CH3:30])([CH3:31])[CH2:9][C:10]([C:26]([F:27])([F:28])[F:29])([OH:25])[CH2:11][NH:12][C:13]2[CH:22]=[CH:21][CH:20]=[C:19]3[C:14]=2[CH:15]=[CH:16][C:17]([O:23][CH3:24])=[N:18]3)[CH:7]=1, predict the reactants needed to synthesize it. The reactants are: [F:1][C:2]1[CH:3]=[CH:4][C:5]([O:32]C)=[C:6]([C:8]([CH3:31])([CH3:30])[CH2:9][C:10]([C:26]([F:29])([F:28])[F:27])([OH:25])[CH2:11][NH:12][C:13]2[CH:22]=[CH:21][CH:20]=[C:19]3[C:14]=2[CH:15]=[CH:16][C:17]([O:23][CH3:24])=[N:18]3)[CH:7]=1.B(Br)(Br)Br.C(Cl)Cl.C([O-])(O)=O.[Na+]. (2) Given the product [CH2:16]([O:23][C:2]1[N:7]=[C:6]([N:8]2[CH2:13][C@@H:12]([CH3:14])[NH:11][CH2:10][C@@H:9]2[CH3:15])[CH:5]=[N:4][CH:3]=1)[C:17]1[CH:22]=[CH:21][CH:20]=[CH:19][CH:18]=1, predict the reactants needed to synthesize it. The reactants are: Cl[C:2]1[N:7]=[C:6]([N:8]2[CH2:13][C@@H:12]([CH3:14])[NH:11][CH2:10][C@@H:9]2[CH3:15])[CH:5]=[N:4][CH:3]=1.[CH2:16]([OH:23])[C:17]1[CH:22]=[CH:21][CH:20]=[CH:19][CH:18]=1. (3) Given the product [CH2:2]([O:4][C@@H:5]([CH2:9][C:10]1[CH:15]=[CH:14][C:13]([O:16][CH2:17][C:18]2[CH:23]=[C:22]([O:24][CH3:25])[CH:21]=[CH:20][N:19]=2)=[CH:12][CH:11]=1)[C:6]([NH:36][O:34][CH3:35])=[O:8])[CH3:3], predict the reactants needed to synthesize it. The reactants are: [Na].[CH2:2]([O:4][C@@H:5]([CH2:9][C:10]1[CH:15]=[CH:14][C:13]([O:16][CH2:17][C:18]2[CH:23]=[C:22]([O:24][CH3:25])[CH:21]=[CH:20][N:19]=2)=[CH:12][CH:11]=1)[C:6]([OH:8])=O)[CH3:3].C(N(CC)CC)C.Cl.[O:34]([NH2:36])[CH3:35].F[P-](F)(F)(F)(F)F.C[N+](C)=C(N(C)C)ON1C2N=CC=CC=2N=N1. (4) Given the product [C:8]([C:6]1[CH:5]=[C:4]([C:12]([CH3:16])([CH3:15])[C:13]#[N:14])[CH:3]=[C:2]([B:17]2[O:21][C:20]([CH3:23])([CH3:22])[C:19]([CH3:25])([CH3:24])[O:18]2)[CH:7]=1)([CH3:11])([CH3:10])[CH3:9], predict the reactants needed to synthesize it. The reactants are: Br[C:2]1[CH:3]=[C:4]([C:12]([CH3:16])([CH3:15])[C:13]#[N:14])[CH:5]=[C:6]([C:8]([CH3:11])([CH3:10])[CH3:9])[CH:7]=1.[B:17]1([B:17]2[O:21][C:20]([CH3:23])([CH3:22])[C:19]([CH3:25])([CH3:24])[O:18]2)[O:21][C:20]([CH3:23])([CH3:22])[C:19]([CH3:25])([CH3:24])[O:18]1.C(O[K])(C)=O. (5) Given the product [CH:15]([NH:14][C:12](=[O:13])[NH:11][C:7]1[CH:6]=[C:5]([CH:10]=[CH:9][N:8]=1)[C:4]([OH:18])=[O:3])([CH3:17])[CH3:16], predict the reactants needed to synthesize it. The reactants are: C([O:3][C:4](=[O:18])[C:5]1[CH:10]=[CH:9][N:8]=[C:7]([NH:11][C:12]([NH:14][CH:15]([CH3:17])[CH3:16])=[O:13])[CH:6]=1)C.[OH-].[Na+]. (6) Given the product [ClH:28].[CH:30]1([C:34]([C:23]2[CH:26]=[CH:27][C:20]([C:18]3[O:17][N:16]=[C:15]([CH:12]4[CH2:11][CH2:10][N:9]([CH:6]5[CH2:8][CH2:7]5)[CH2:14][CH2:13]4)[N:19]=3)=[CH:21][CH:22]=2)=[O:33])[CH2:31][CH2:32]1, predict the reactants needed to synthesize it. The reactants are: [Mg].C1(Br)CC1.[CH:6]1([N:9]2[CH2:14][CH2:13][CH:12]([C:15]3[N:19]=[C:18]([C:20]4[CH:27]=[CH:26][C:23](C#N)=[CH:22][CH:21]=4)[O:17][N:16]=3)[CH2:11][CH2:10]2)[CH2:8][CH2:7]1.[Cl-:28].[NH4+].[CH2:30]1[CH2:34][O:33][CH2:32][CH2:31]1. (7) Given the product [C:6](=[O:7])([OH:9])[O-:8].[Ca+2:2].[C:6](=[O:7])([OH:9])[O-:8], predict the reactants needed to synthesize it. The reactants are: [O-2].[Ca+2:2].[OH-].[Ca+2].[OH-].[C:6](=[O:9])([OH:8])[O-:7].